Dataset: CYP2C9 inhibition data for predicting drug metabolism from PubChem BioAssay. Task: Regression/Classification. Given a drug SMILES string, predict its absorption, distribution, metabolism, or excretion properties. Task type varies by dataset: regression for continuous measurements (e.g., permeability, clearance, half-life) or binary classification for categorical outcomes (e.g., BBB penetration, CYP inhibition). Dataset: cyp2c9_veith. (1) The molecule is N[C@@H](CNO)C(=O)O. The result is 0 (non-inhibitor). (2) The drug is CCOC(=O)c1[nH]c(C)c(C(=O)OCC(=O)N2c3ccccc3CC2C)c1C. The result is 1 (inhibitor). (3) The drug is Cn1c(=O)[nH]c(=O)c2c1nc(CN(Cc1ccccc1)Cc1ccccc1)n2CCN1CCOCC1. The result is 1 (inhibitor). (4) The drug is C[C@@H](C(=O)N[C@@H](CO)Cc1ccccc1)[C@H]1C[C@]1(C)[C@H](NC(=O)OCc1ccccc1)c1ccccc1. The result is 1 (inhibitor). (5) The drug is N#CC(=C(/N)Sc1ccccc1N)/C(C#N)=C(/N)Sc1ccccc1N. The result is 0 (non-inhibitor). (6) The molecule is O=C(Cn1c(SCC(=O)N2CCc3ccccc3C2)nc2ccccc21)NC1CCCC1. The result is 1 (inhibitor). (7) The molecule is Cc1c(S(=O)(=O)O)ccc(N=Nc2c(O)c(C(=O)O)cc3ccccc23)c1Cl. The result is 0 (non-inhibitor). (8) The result is 1 (inhibitor). The molecule is Cc1cc(Cl)ccc1NC(=O)CN1CCC(C(O)(c2ccccc2)c2ccccc2)CC1.